This data is from Full USPTO retrosynthesis dataset with 1.9M reactions from patents (1976-2016). The task is: Predict the reactants needed to synthesize the given product. (1) Given the product [CH3:25][Si:26]([CH3:76])([CH3:75])[CH2:27][CH2:28][O:29][C:30]([N:32]1[CH2:33][CH2:34][CH:35]([N:38]([C:82](=[O:83])[C:81]2[CH:85]=[CH:86][C:78]([F:77])=[CH:79][CH:80]=2)[CH2:39][C:40]2[CH:45]=[C:44]([C:46]3[CH:73]=[CH:72][C:49]4[N:50]([C:53]([C:54]5[CH:59]=[CH:58][CH:57]=[CH:56][CH:55]=5)([C:60]5[CH:61]=[CH:62][CH:63]=[CH:64][CH:65]=5)[C:66]5[CH:67]=[CH:68][CH:69]=[CH:70][CH:71]=5)[N:51]=[N:52][C:48]=4[CH:47]=3)[CH:43]=[CH:42][C:41]=2[F:74])[CH2:36][CH2:37]1)=[O:31], predict the reactants needed to synthesize it. The reactants are: CN(C(ON1N=NC2C=CC=NC1=2)=[N+](C)C)C.F[P-](F)(F)(F)(F)F.[CH3:25][Si:26]([CH3:76])([CH3:75])[CH2:27][CH2:28][O:29][C:30]([N:32]1[CH2:37][CH2:36][CH:35]([NH:38][CH2:39][C:40]2[CH:45]=[C:44]([C:46]3[CH:73]=[CH:72][C:49]4[N:50]([C:53]([C:66]5[CH:71]=[CH:70][CH:69]=[CH:68][CH:67]=5)([C:60]5[CH:65]=[CH:64][CH:63]=[CH:62][CH:61]=5)[C:54]5[CH:59]=[CH:58][CH:57]=[CH:56][CH:55]=5)[N:51]=[N:52][C:48]=4[CH:47]=3)[CH:43]=[CH:42][C:41]=2[F:74])[CH2:34][CH2:33]1)=[O:31].[F:77][C:78]1[CH:86]=[CH:85][C:81]([C:82](O)=[O:83])=[CH:80][CH:79]=1.C(N(C(C)C)CC)(C)C. (2) Given the product [Br:8][CH2:9][C:10]1[CH:11]=[CH:12][C:13]([C:16]([O:18][CH3:19])=[O:17])=[N:14][CH:15]=1, predict the reactants needed to synthesize it. The reactants are: C1C(=O)N([Br:8])C(=O)C1.[CH3:9][C:10]1[CH:11]=[CH:12][C:13]([C:16]([O:18][CH3:19])=[O:17])=[N:14][CH:15]=1. (3) Given the product [CH2:1]([O:8][C:9]([C:11]1[CH:20]=[C:19]([O:21][CH2:22][C:23]2[CH:28]=[CH:27][CH:26]=[CH:25][CH:24]=2)[C:18]2[C:13](=[C:14]([O:30][CH2:31][C:32]3[CH:37]=[CH:36][CH:35]=[CH:34][CH:33]=3)[CH:15]=[C:16]([C:3]#[C:2][CH2:1][O:8][CH2:44][C:38]3[CH:39]=[CH:40][CH:41]=[CH:42][CH:43]=3)[CH:17]=2)[N:12]=1)=[O:10])[C:2]1[CH:7]=[CH:6][CH:5]=[CH:4][CH:3]=1, predict the reactants needed to synthesize it. The reactants are: [CH2:1]([O:8][C:9]([C:11]1[CH:20]=[C:19]([O:21][CH2:22][C:23]2[CH:28]=[CH:27][CH:26]=[CH:25][CH:24]=2)[C:18]2[C:13](=[C:14]([O:30][CH2:31][C:32]3[CH:37]=[CH:36][CH:35]=[CH:34][CH:33]=3)[CH:15]=[C:16](Br)[CH:17]=2)[N:12]=1)=[O:10])[C:2]1[CH:7]=[CH:6][CH:5]=[CH:4][CH:3]=1.[C:38]1([C:44]#C)[CH:43]=[CH:42][CH:41]=[CH:40][CH:39]=1. (4) Given the product [CH3:9][O:8][C:6]1[CH:5]=[CH:4][N:3]=[C:2]([NH:10][C:11]2[CH:18]=[CH:17][C:14]([C:15]#[N:16])=[CH:13][CH:12]=2)[N:7]=1, predict the reactants needed to synthesize it. The reactants are: Cl[C:2]1[N:7]=[C:6]([O:8][CH3:9])[CH:5]=[CH:4][N:3]=1.[NH2:10][C:11]1[CH:18]=[CH:17][C:14]([C:15]#[N:16])=[CH:13][CH:12]=1.C1(C)C=CC(S(O)(=O)=O)=CC=1.C(=O)(O)[O-].[Na+]. (5) Given the product [NH2:29][C:25]1[CH:24]=[C:23]([CH:28]=[CH:27][CH:26]=1)[O:22][CH:19]1[CH2:20][CH2:21][N:16]([CH2:15][C:12]2[CH:11]=[CH:10][C:9]([C:3]([OH:8])([C:2]([F:33])([F:1])[F:32])[C:4]([F:5])([F:6])[F:7])=[CH:14][CH:13]=2)[CH2:17][CH2:18]1, predict the reactants needed to synthesize it. The reactants are: [F:1][C:2]([F:33])([F:32])[C:3]([C:9]1[CH:14]=[CH:13][C:12]([CH2:15][N:16]2[CH2:21][CH2:20][CH:19]([O:22][C:23]3[CH:28]=[CH:27][CH:26]=[C:25]([N+:29]([O-])=O)[CH:24]=3)[CH2:18][CH2:17]2)=[CH:11][CH:10]=1)([OH:8])[C:4]([F:7])([F:6])[F:5].[H][H]. (6) Given the product [O:15]1[CH2:16][CH2:17][N:12]([C:4]2[C:5]3[O:10][C:9]([C:20]4[CH:19]=[N:18][CH:23]=[CH:22][CH:21]=4)=[CH:8][C:6]=3[N:7]=[C:2]([C:20]3[CH:19]=[N:18][CH:23]=[CH:22][CH:21]=3)[N:3]=2)[CH2:13][CH2:14]1, predict the reactants needed to synthesize it. The reactants are: Cl[C:2]1[N:3]=[C:4]([N:12]2[CH2:17][CH2:16][O:15][CH2:14][CH2:13]2)[C:5]2[O:10][C:9](I)=[CH:8][C:6]=2[N:7]=1.[N:18]1[CH:23]=[CH:22][CH:21]=[C:20](B(O)O)[CH:19]=1. (7) Given the product [C:1]([O:5][C:6]([N:8]1[CH2:14][CH2:13][C:12]2[CH:15]=[C:16]([C:19]3[CH:20]=[C:23]([CH3:24])[O:22][N:21]=3)[CH:17]=[CH:18][C:11]=2[CH2:10][CH2:9]1)=[O:7])([CH3:4])([CH3:2])[CH3:3], predict the reactants needed to synthesize it. The reactants are: [C:1]([O:5][C:6]([N:8]1[CH2:14][CH2:13][C:12]2[CH:15]=[C:16]([C:19](=[N:21][OH:22])[CH3:20])[CH:17]=[CH:18][C:11]=2[CH2:10][CH2:9]1)=[O:7])([CH3:4])([CH3:3])[CH3:2].[CH2:23]([Li])[CH2:24]CC.CN(OC)C(=O)C.S(=O)(=O)(O)O.C(=O)(O)[O-].[Na+].C(OC(OC(C)(C)C)=O)(OC(C)(C)C)=O.Cl.NO. (8) Given the product [N:27]1([C:2]2[CH:7]=[CH:6][C:5]([CH2:8][N:9]3[CH2:14][CH2:13][N:12]([C:15]([O:17][C:18]([CH3:21])([CH3:20])[CH3:19])=[O:16])[CH2:11][CH2:10]3)=[C:4]([O:22][C:23]([F:26])([F:25])[F:24])[CH:3]=2)[CH2:31][CH2:30][CH2:29][CH2:28]1, predict the reactants needed to synthesize it. The reactants are: Br[C:2]1[CH:7]=[CH:6][C:5]([CH2:8][N:9]2[CH2:14][CH2:13][N:12]([C:15]([O:17][C:18]([CH3:21])([CH3:20])[CH3:19])=[O:16])[CH2:11][CH2:10]2)=[C:4]([O:22][C:23]([F:26])([F:25])[F:24])[CH:3]=1.[NH:27]1[CH2:31][CH2:30][CH2:29][CH2:28]1.C(O[Na])(C)(C)C.C1C=CC(P(C2C(C3C(P(C4C=CC=CC=4)C4C=CC=CC=4)=CC=C4C=3C=CC=C4)=C3C(C=CC=C3)=CC=2)C2C=CC=CC=2)=CC=1.